Dataset: Catalyst prediction with 721,799 reactions and 888 catalyst types from USPTO. Task: Predict which catalyst facilitates the given reaction. Reactant: [C:1]1([C:7]2[CH:8]=[C:9]3[N:15]=[C:14]([CH2:16][CH2:17][CH:18]4[N:24]=[C:23]([NH2:25])[CH2:22][CH2:21][CH2:20][CH2:19]4)[NH:13][C:10]3=[N:11][CH:12]=2)[CH:6]=[CH:5][CH:4]=[CH:3][CH:2]=1.[F:26][C:27]1[CH:32]=[C:31]([CH3:33])[CH:30]=[CH:29][C:28]=1[NH:34][S:35](C1C=CC(C2C=C3N=C(CCC4CCCCC(=S)N4)NC3=NC=2)=CC=1)(=[O:37])=[O:36].N. Product: [NH2:25][C:23]1[CH2:22][CH2:21][CH2:20][CH2:19][CH:18]([CH2:17][CH2:16][C:14]2[NH:13][C:10]3=[N:11][CH:12]=[C:7]([C:1]4[CH:2]=[CH:3][C:4]([S:35]([NH:34][C:28]5[CH:29]=[CH:30][C:31]([CH3:33])=[CH:32][C:27]=5[F:26])(=[O:36])=[O:37])=[CH:5][CH:6]=4)[CH:8]=[C:9]3[N:15]=2)[N:24]=1. The catalyst class is: 5.